Predict the reactants needed to synthesize the given product. From a dataset of Full USPTO retrosynthesis dataset with 1.9M reactions from patents (1976-2016). (1) Given the product [Cl-:14].[OH:1][CH2:2][CH2:3][CH2:5][N+:18]([CH3:20])([CH3:19])[CH3:17].[OH:12][CH2:11][C@@H:9]([C@H:7]([C@@H:5]([C@@H:3]([CH2:2][OH:1])[OH:4])[OH:6])[OH:8])[OH:10], predict the reactants needed to synthesize it. The reactants are: [OH:1][CH2:2][C@@H:3]([C@H:5]([C@@H:7]([C@@H:9]([CH2:11][OH:12])[OH:10])[OH:8])[OH:6])[OH:4].[Cl-].[Cl:14]CC(O)[CH2:17][N+:18](C)([CH3:20])[CH3:19].[OH-].[Na+]. (2) Given the product [OH:17][CH2:16][CH2:15][NH:14][S:10]([C:6]1[CH:7]=[CH:8][CH:9]=[C:4]([N+:1]([O-:3])=[O:2])[CH:5]=1)(=[O:12])=[O:11], predict the reactants needed to synthesize it. The reactants are: [N+:1]([C:4]1[CH:5]=[C:6]([S:10](Cl)(=[O:12])=[O:11])[CH:7]=[CH:8][CH:9]=1)([O-:3])=[O:2].[NH2:14][CH2:15][CH2:16][OH:17]. (3) Given the product [OH:1][C@H:2]1[CH2:7][CH2:6][C@H:5]([C:8]([NH:14][NH2:15])=[O:10])[CH2:4][CH2:3]1, predict the reactants needed to synthesize it. The reactants are: [OH:1][C@H:2]1[CH2:7][CH2:6][C@H:5]([C:8]([O:10]CC)=O)[CH2:4][CH2:3]1.O.[NH2:14][NH2:15]. (4) Given the product [CH3:18][O:19][C:20]1[CH:25]=[C:24]([CH3:26])[C:23]([S:27]([NH:9][C@@H:8]([CH2:10][C:11]2[CH:12]=[CH:13][CH:14]=[CH:15][CH:16]=2)[C:7]([OH:6])=[O:17])(=[O:28])=[O:29])=[C:22]([CH3:31])[C:21]=1[CH3:32], predict the reactants needed to synthesize it. The reactants are: Cl.C([O:6][C:7](=[O:17])[C@H:8]([CH2:10][C:11]1[CH:16]=[CH:15][CH:14]=[CH:13][CH:12]=1)[NH2:9])(C)(C)C.[CH3:18][O:19][C:20]1[CH:25]=[C:24]([CH3:26])[C:23]([S:27](Cl)(=[O:29])=[O:28])=[C:22]([CH3:31])[C:21]=1[CH3:32].C(N(CC)C(C)C)(C)C. (5) Given the product [CH:14]1([C:11]2[CH:12]=[CH:13][C:8]([C:5]3[N:6]=[CH:7][C:2]([NH2:1])=[N:3][CH:4]=3)=[C:9]([F:19])[C:10]=2[O:18][CH2:21][C:22]2[CH:27]=[CH:26][CH:25]=[C:24]([F:28])[C:23]=2[F:29])[CH2:15][CH2:16][CH2:17]1, predict the reactants needed to synthesize it. The reactants are: [NH2:1][C:2]1[N:3]=[CH:4][C:5]([C:8]2[C:9]([F:19])=[C:10]([OH:18])[C:11]([CH:14]3[CH2:17][CH2:16][CH2:15]3)=[CH:12][CH:13]=2)=[N:6][CH:7]=1.Br[CH2:21][C:22]1[CH:27]=[CH:26][CH:25]=[C:24]([F:28])[C:23]=1[F:29]. (6) The reactants are: [Cl:1][C:2]1[CH:3]=[C:4]2[C:9](=[CH:10][C:11]=1[O:12][C:13]1[CH:18]=[CH:17][C:16]([C:19](=[O:30])[NH:20][CH2:21][C:22]3[CH:27]=[CH:26][C:25]([Cl:28])=[C:24]([Cl:29])[CH:23]=3)=[CH:15][CH:14]=1)[O:8][CH2:7][CH2:6][CH:5]2[C:31]([OH:33])=[O:32].C[O-].[Na+:36]. Given the product [Cl:1][C:2]1[CH:3]=[C:4]2[C:9](=[CH:10][C:11]=1[O:12][C:13]1[CH:18]=[CH:17][C:16]([C:19](=[O:30])[NH:20][CH2:21][C:22]3[CH:27]=[CH:26][C:25]([Cl:28])=[C:24]([Cl:29])[CH:23]=3)=[CH:15][CH:14]=1)[O:8][CH2:7][CH2:6][CH:5]2[C:31]([O-:33])=[O:32].[Na+:36], predict the reactants needed to synthesize it. (7) Given the product [ClH:1].[F:13][C:14]1[C:15]([C:20](=[NH:2])[NH2:21])=[N:16][CH:17]=[CH:18][CH:19]=1, predict the reactants needed to synthesize it. The reactants are: [Cl-:1].[NH4+:2].[H-].C([Al+]CC(C)C)C(C)C.[F:13][C:14]1[C:15]([C:20]#[N:21])=[N:16][CH:17]=[CH:18][CH:19]=1.CO. (8) Given the product [CH3:1][N:2]([CH2:3][C:4]1[C:12]2[C:7](=[CH:8][CH:9]=[CH:10][CH:11]=2)[N:6]([CH3:13])[CH:5]=1)[C:42](=[O:43])/[CH:41]=[CH:40]/[C:38]1[CH:39]=[C:34]2[O:33][C:32](=[O:31])[NH:45][C:35]2=[N:36][CH:37]=1, predict the reactants needed to synthesize it. The reactants are: [CH3:1][NH:2][CH2:3][C:4]1[C:12]2[C:7](=[CH:8][CH:9]=[CH:10][CH:11]=2)[N:6]([CH3:13])[CH:5]=1.CNCC1C=CC2C(=CC=CC=2)C=1CCC.Cl.[O:31]=[C:32]1[NH:45][C:35]2=[N:36][CH:37]=[C:38](/[CH:40]=[CH:41]/[C:42](O)=[O:43])[CH:39]=[C:34]2[O:33]1.Cl.CN1CC2C=C(/C=C/C(O)=O)C=NC=2NC(=O)C1.